From a dataset of CYP3A4 inhibition data for predicting drug metabolism from PubChem BioAssay. Regression/Classification. Given a drug SMILES string, predict its absorption, distribution, metabolism, or excretion properties. Task type varies by dataset: regression for continuous measurements (e.g., permeability, clearance, half-life) or binary classification for categorical outcomes (e.g., BBB penetration, CYP inhibition). Dataset: cyp3a4_veith. (1) The molecule is COc1ccc(N(CC(=O)N/N=C/c2cccs2)S(=O)(=O)c2ccc(OC)c(OC)c2)cc1. The result is 1 (inhibitor). (2) The drug is O=C(O)/C(Cc1ccc([N+](=O)[O-])cc1)=N/O. The result is 0 (non-inhibitor). (3) The compound is COC(=O)[C@@]1(Cc2ccccc2)[C@H]2c3cc(C(=O)N4CCCC4)n(Cc4ccc(S(C)(=O)=O)cc4)c3C[C@H]2CN1C(=O)c1ccccc1. The result is 1 (inhibitor). (4) The compound is CCOc1ccc(Cc2nc3cc(N=C=S)ccc3n2CCN(CC)CC)cc1. The result is 1 (inhibitor). (5) The drug is [N-]=[N+]=CC(=O)CC[C@H](N)C(=O)O. The result is 0 (non-inhibitor). (6) The compound is CN(C)CCOC(=O)c1ccc(N)cc1. The result is 0 (non-inhibitor). (7) The compound is Cc1cccc(CNc2cc(-c3ccccc3C)ncn2)c1. The result is 1 (inhibitor). (8) The drug is CCCS(=O)(=O)N1CCCC(C(=O)N2CCC3(CC2)OCCO3)C1. The result is 0 (non-inhibitor). (9) The molecule is CCCn1c(-c2cccs2)nc2nc3ccccc3nc21. The result is 1 (inhibitor). (10) The compound is COc1ccc(C(=O)N2CCC3(CCN(C(=O)Nc4ccccc4)CC3)CC2)cc1. The result is 0 (non-inhibitor).